From a dataset of Forward reaction prediction with 1.9M reactions from USPTO patents (1976-2016). Predict the product of the given reaction. The product is: [CH2:1]([O:3][CH:4]([O:14][CH2:15][CH3:16])[CH2:5][O:6][C:7]1[CH:8]=[CH:9][C:10]([O:46][C:43]2[CH:44]=[C:45]3[C:40](=[CH:41][CH:42]=2)[N:39]=[CH:38][N:37]=[C:36]3[NH:35][C:32]2[CH:33]=[CH:34][N:30]([CH3:29])[N:31]=2)=[N:11][CH:12]=1)[CH3:2]. Given the reactants [CH2:1]([O:3][CH:4]([O:14][CH2:15][CH3:16])[CH2:5][O:6][C:7]1[CH:8]=[CH:9][C:10](F)=[N:11][CH:12]=1)[CH3:2].CC(C)([O-])C.[K+].CN(C)C(=O)C.[CH3:29][N:30]1[CH:34]=[CH:33][C:32]([NH:35][C:36]2[C:45]3[C:40](=[CH:41][CH:42]=[C:43]([OH:46])[CH:44]=3)[N:39]=[CH:38][N:37]=2)=[N:31]1, predict the reaction product.